This data is from Reaction yield outcomes from USPTO patents with 853,638 reactions. The task is: Predict the reaction yield, written as a fraction of the theoretical maximum amount of product (1.0 means a 100% yield; for example, 0.34 means a 34% yield). (1) The product is [Br:14][C:15]1[CH:20]=[CH:19][C:18]([C:21]([F:7])([C:26]([F:29])([F:28])[F:27])[C:22]([F:25])([F:24])[F:23])=[CH:17][CH:16]=1. The reactants are CCN(S(F)(F)[F:7])CC.C(Cl)CCl.[Br:14][C:15]1[CH:20]=[CH:19][C:18]([C:21](O)([C:26]([F:29])([F:28])[F:27])[C:22]([F:25])([F:24])[F:23])=[CH:17][CH:16]=1.CO. The yield is 0.535. The catalyst is O. (2) The reactants are C(O)(C(F)(F)F)=O.[CH2:8]([O:51][CH:52]1[C@H:56]2[C@H:57](OC3CCCCO3)[N:58](C(OC(C)(C)C)=O)[C:59]3[CH:66]=[CH:65][C:64]([O:67][CH3:68])=[CH:63][C:60]=3[C:61](=[O:62])[N:55]2[CH2:54][C:53]1=[CH2:83])[CH2:9][CH2:10][CH2:11][CH2:12][CH2:13][CH2:14][CH2:15][CH2:16][CH2:17][O:18][CH:19]1[C@H:23]2[C@H:24](OC3CCCCO3)[N:25](C(OC(C)(C)C)=O)[C:26]3[CH:33]=[CH:32][C:31]([O:34][CH3:35])=[CH:30][C:27]=3[C:28](=[O:29])[N:22]2[CH2:21][C:20]1=[CH2:50].C([O-])(O)=O.[Na+]. The catalyst is CO.C(Cl)(Cl)Cl. The product is [CH2:17]([O:18][CH:19]1[C@@H:23]2[CH:24]=[N:25][C:26]3[CH:33]=[CH:32][C:31]([O:34][CH3:35])=[CH:30][C:27]=3[C:28](=[O:29])[N:22]2[CH2:21][C:20]1=[CH2:50])[CH2:16][CH2:15][CH2:14][CH2:13][CH2:12][CH2:11][CH2:10][CH2:9][CH2:8][O:51][CH:52]1[C@@H:56]2[CH:57]=[N:58][C:59]3[CH:66]=[CH:65][C:64]([O:67][CH3:68])=[CH:63][C:60]=3[C:61](=[O:62])[N:55]2[CH2:54][C:53]1=[CH2:83]. The yield is 0.610. (3) No catalyst specified. The product is [F:1][C:2]1[CH:19]=[CH:18][C:17]([F:20])=[CH:16][C:3]=1[CH2:4][N:5]1[CH2:10][CH2:9][NH:8][C:7]2[N:11]=[CH:12][C:13]([C:21]#[N:22])=[CH:14][C:6]1=2. The reactants are [F:1][C:2]1[CH:19]=[CH:18][C:17]([F:20])=[CH:16][C:3]=1[CH2:4][N:5]1[CH2:10][CH2:9][NH:8][C:7]2[N:11]=[CH:12][C:13](I)=[CH:14][C:6]1=2.[C:21]([Cu])#[N:22]. The yield is 0.860.